The task is: Predict the reactants needed to synthesize the given product.. This data is from Full USPTO retrosynthesis dataset with 1.9M reactions from patents (1976-2016). (1) Given the product [ClH:23].[F:1][C:2]1[N:7]=[C:6]([N:8]2[CH2:13][CH2:12][NH:11][CH2:10][CH2:9]2)[CH:5]=[C:4]([CH3:21])[CH:3]=1, predict the reactants needed to synthesize it. The reactants are: [F:1][C:2]1[N:7]=[C:6]([N:8]2[CH2:13][CH2:12][N:11](C(OC(C)(C)C)=O)[CH2:10][CH2:9]2)[CH:5]=[C:4]([CH3:21])[CH:3]=1.C(Cl)[Cl:23]. (2) The reactants are: [F:1][C:2]1[CH:3]=[C:4]([CH:6]=[C:7]([F:15])[C:8]=1[N:9]1[CH:13]=[N:12][C:11]([CH3:14])=[N:10]1)[NH2:5].[C:16](N1C=CC=CC1=O)([N:18]1C=CC=CC1=O)=[S:17].N. Given the product [F:1][C:2]1[CH:3]=[C:4]([NH:5][C:16]([NH2:18])=[S:17])[CH:6]=[C:7]([F:15])[C:8]=1[N:9]1[CH:13]=[N:12][C:11]([CH3:14])=[N:10]1, predict the reactants needed to synthesize it. (3) Given the product [O:13]=[C:11]1[C:10]([CH2:9][CH2:8][C:7]([O:16][CH3:17])=[O:15])=[CH:18][NH:25][C:23](=[S:24])[NH:22]1, predict the reactants needed to synthesize it. The reactants are: CC(C)([O-])C.[K+].[C:7]([O:16][CH3:17])(=[O:15])[CH2:8][CH2:9][CH2:10][C:11]([O:13]C)=O.[CH:18](OC)=O.[NH2:22][C:23]([NH2:25])=[S:24]. (4) Given the product [Br:8][C:9]1[N:14]=[CH:13][C:12]([C:15]2[CH:16]=[N:17][C:18]([NH2:33])=[C:19]([O:21][CH:22]([C:24]3[C:29]([Cl:30])=[CH:28][CH:27]=[C:26]([F:31])[C:25]=3[Cl:32])[CH3:23])[CH:20]=2)=[CH:11][CH:10]=1, predict the reactants needed to synthesize it. The reactants are: FC(F)(F)C(O)=O.[Br:8][C:9]1[N:14]=[CH:13][C:12]([C:15]2[CH:16]=[N:17][C:18]([N:33](C(OC(C)(C)C)=O)C(OC(C)(C)C)=O)=[C:19]([O:21][CH:22]([C:24]3[C:29]([Cl:30])=[CH:28][CH:27]=[C:26]([F:31])[C:25]=3[Cl:32])[CH3:23])[CH:20]=2)=[CH:11][CH:10]=1.O.C(=O)(O)[O-].[Na+]. (5) Given the product [CH2:1]=[O:2].[N:5]1[C:12]([NH2:13])=[N:11][C:9]([NH2:10])=[N:8][C:6]=1[NH2:7], predict the reactants needed to synthesize it. The reactants are: [CH2:1]=[O:2].[OH-].[Na+].[N:5]1[C:12]([NH2:13])=[N:11][C:9]([NH2:10])=[N:8][C:6]=1[NH2:7].CO.[N+]([O-])(O)=O.